This data is from Human liver microsome stability data. The task is: Regression/Classification. Given a drug SMILES string, predict its absorption, distribution, metabolism, or excretion properties. Task type varies by dataset: regression for continuous measurements (e.g., permeability, clearance, half-life) or binary classification for categorical outcomes (e.g., BBB penetration, CYP inhibition). Dataset: hlm. (1) The compound is N#Cc1ccccc1Cn1c(N2CCC[C@@H](N)C2)cc(=O)[nH]c1=O. The result is 0 (unstable in human liver microsomes). (2) The molecule is Cn1cc(Cn2c(=O)c3cc(S(=O)(=O)NC4(C)CC4)ccc3n(Cc3ccn(C)n3)c2=O)cn1. The result is 0 (unstable in human liver microsomes). (3) The molecule is O=C(N[C@@H](Cn1ccnc1)c1ccc(Cl)cc1Cl)c1ccc(-c2nnc(-c3ccc(F)c(F)c3)o2)cc1. The result is 0 (unstable in human liver microsomes). (4) The compound is CC(C)CCN1C(=O)C(C2=NS(=O)(=O)c3cc(NS(C)(=O)=O)ccc3N2)=C(O)[C@@H]2C3CCC(CC3)[C@@H]21. The result is 0 (unstable in human liver microsomes). (5) The molecule is CC(C)(NC(=O)[C@H]1[C@@H]2CNC[C@@H]21)c1noc2c(F)cccc12. The result is 0 (unstable in human liver microsomes). (6) The molecule is C[C@@H](c1ccc(Cl)cc1)N1Cc2cncn2C(CC(C)(C)O)S1(=O)=O. The result is 0 (unstable in human liver microsomes). (7) The compound is COc1cc2c(N3CCN(C(=O)Nc4ccc(C#N)cc4)CC3)ncnc2cc1OCCCN1CCOCC1. The result is 1 (stable in human liver microsomes). (8) The result is 1 (stable in human liver microsomes). The drug is Fc1cc2nc(CNc3nc(N4CCOCC4)nc4c3ncn4-c3cccnc3)[nH]c2cc1F. (9) The molecule is O=C(NC[C@H]1CC[C@@H](CCOc2ccccc2)CC1)c1cn[nH]c1. The result is 0 (unstable in human liver microsomes).